This data is from Full USPTO retrosynthesis dataset with 1.9M reactions from patents (1976-2016). The task is: Predict the reactants needed to synthesize the given product. (1) Given the product [CH3:19][O:20][C:21]1[O:12][C:11]2[C:10]3[CH:9]([CH2:13][CH2:14][NH:15][C:16](=[O:18])[CH3:17])[CH2:8][CH2:7][C:6]=3[CH:5]=[CH:4][C:3]=2[N:2]=1, predict the reactants needed to synthesize it. The reactants are: Cl.[NH2:2][C:3]1[C:11]([OH:12])=[C:10]2[C:6]([CH2:7][CH2:8][CH:9]2[CH2:13][CH2:14][NH:15][C:16](=[O:18])[CH3:17])=[CH:5][CH:4]=1.[CH3:19][O:20][C:21](OC)(OC)OC. (2) Given the product [C:1]([O:5][C:6](=[O:38])[C@@H:7]([NH:9][C:10]([C:12]1[N:16]2[C@@:17]([CH2:30][C:31]3[CH:36]=[CH:35][C:34]([C:43]4[CH:44]=[CH:45][C:40]([F:39])=[CH:41][CH:42]=4)=[CH:33][CH:32]=3)([CH3:29])[C:18](=[O:28])[N:19]([C:20]3[CH:25]=[C:24]([Cl:26])[CH:23]=[C:22]([Cl:27])[CH:21]=3)[C:15]2=[N:14][CH:13]=1)=[O:11])[CH3:8])([CH3:4])([CH3:3])[CH3:2], predict the reactants needed to synthesize it. The reactants are: [C:1]([O:5][C:6](=[O:38])[C@@H:7]([NH:9][C:10]([C:12]1[N:16]2[C@@:17]([CH2:30][C:31]3[CH:36]=[CH:35][C:34](Br)=[CH:33][CH:32]=3)([CH3:29])[C:18](=[O:28])[N:19]([C:20]3[CH:25]=[C:24]([Cl:26])[CH:23]=[C:22]([Cl:27])[CH:21]=3)[C:15]2=[N:14][CH:13]=1)=[O:11])[CH3:8])([CH3:4])([CH3:3])[CH3:2].[F:39][C:40]1[CH:45]=[CH:44][C:43](B(O)O)=[CH:42][CH:41]=1.C([O-])([O-])=O.[K+].[K+]. (3) The reactants are: [C:1]([O:5][C:6]([NH:8][CH2:9][CH2:10][O:11][CH2:12][CH2:13][C:14]([OH:16])=[O:15])=[O:7])([CH3:4])([CH3:3])[CH3:2].[C:17](OC=C)(=O)[CH3:18].[OH-].[K+]. Given the product [CH:17]([O:15][C:14](=[O:16])[CH2:13][CH2:12][O:11][CH2:10][CH2:9][NH:8][C:6]([O:5][C:1]([CH3:4])([CH3:2])[CH3:3])=[O:7])=[CH2:18], predict the reactants needed to synthesize it. (4) Given the product [OH:29][CH:26]([CH2:27][OH:28])[CH2:25][O:17][C:5]1[C:6]2[S:7][C:8]3[C:13](=[CH:12][CH:11]=[CH:10][CH:9]=3)[C:14](=[O:16])[C:15]=2[C:2]([F:1])=[CH:3][CH:4]=1, predict the reactants needed to synthesize it. The reactants are: [F:1][C:2]1[C:15]2[C:14](=[O:16])[C:13]3[C:8](=[CH:9][CH:10]=[CH:11][CH:12]=3)[S:7][C:6]=2[C:5]([OH:17])=[CH:4][CH:3]=1.C(=O)([O-])[O-].[K+].[K+].Cl[CH2:25][CH:26]([OH:29])[CH2:27][OH:28]. (5) Given the product [NH:30]([C:27](=[O:29])[CH2:26][CH2:25][C:11]1([C:19]2[CH:24]=[CH:23][CH:22]=[CH:21][CH:20]=2)[CH:10]=[C:9]([C:3]2[CH:4]=[C:5]([F:8])[CH:6]=[CH:7][C:2]=2[F:1])[CH2:13][N:12]1[C:14]([N:16]([CH3:17])[CH3:18])=[O:15])[C:31]1[CH:36]=[CH:35][CH:34]=[CH:33][CH:32]=1, predict the reactants needed to synthesize it. The reactants are: [F:1][C:2]1[CH:7]=[CH:6][C:5]([F:8])=[CH:4][C:3]=1[C:9]1[CH2:13][N:12]([C:14]([N:16]([CH3:18])[CH3:17])=[O:15])[C:11]([CH2:25][CH2:26][C:27]([OH:29])=O)([C:19]2[CH:24]=[CH:23][CH:22]=[CH:21][CH:20]=2)[CH:10]=1.[NH2:30][C:31]1[CH:36]=[CH:35][CH:34]=[CH:33][CH:32]=1.CCN=C=NCCCN(C)C.C1C=NC2N(O)N=NC=2C=1.C(N(CC)CC)C. (6) Given the product [CH3:37][NH:38][C:17]([CH2:16][CH:15]([NH:14][C:12]([C:10]1[CH:9]=[CH:8][C:7]([N:28]2[CH2:29][C:30]([F:32])([F:33])[CH2:31]2)=[C:6]([O:5][CH2:4][CH:1]2[CH2:2][CH2:3]2)[N:11]=1)=[O:13])[CH2:20][CH2:21][C:22]1[CH:23]=[CH:24][CH:25]=[CH:26][CH:27]=1)=[O:18], predict the reactants needed to synthesize it. The reactants are: [CH:1]1([CH2:4][O:5][C:6]2[N:11]=[C:10]([C:12]([NH:14][CH:15]([CH2:20][CH2:21][C:22]3[CH:27]=[CH:26][CH:25]=[CH:24][CH:23]=3)[CH2:16][C:17](O)=[O:18])=[O:13])[CH:9]=[CH:8][C:7]=2[N:28]2[CH2:31][C:30]([F:33])([F:32])[CH2:29]2)[CH2:3][CH2:2]1.Cl.CN.[CH3:37][N:38](C(ON1N=NC2C=CC=CC1=2)=[N+](C)C)C.[B-](F)(F)(F)F.CCN(C(C)C)C(C)C. (7) Given the product [F:20][C:17]([F:18])([F:19])[C:12]1[CH:13]=[CH:14][CH:15]=[CH:16][C:11]=1[C:6]1[N:5]=[C:4]([NH2:1])[C:9]([NH2:10])=[CH:8][CH:7]=1, predict the reactants needed to synthesize it. The reactants are: [N+:1]([C:4]1[C:9]([NH2:10])=[CH:8][CH:7]=[C:6]([C:11]2[CH:16]=[CH:15][CH:14]=[CH:13][C:12]=2[C:17]([F:20])([F:19])[F:18])[N:5]=1)([O-])=O.